Predict the product of the given reaction. From a dataset of Forward reaction prediction with 1.9M reactions from USPTO patents (1976-2016). (1) Given the reactants [H-].[Na+].[F:3][CH:4]([F:7])[CH2:5][OH:6].CS(O[CH2:13][CH:14]1[CH2:23][CH2:22][C:17]2([O:21][CH2:20][CH2:19][O:18]2)[CH2:16][CH2:15]1)(=O)=O.[NH4+].[Cl-], predict the reaction product. The product is: [F:3][CH:4]([F:7])[CH2:5][O:6][CH2:13][CH:14]1[CH2:23][CH2:22][C:17]2([O:18][CH2:19][CH2:20][O:21]2)[CH2:16][CH2:15]1. (2) Given the reactants [F:1][C:2]1[CH:3]=[C:4]([CH:7]=[CH:8][C:9]=1[F:10])[CH2:5][NH2:6].[C:11]([C:19]1[CH:24]=[CH:23][CH:22]=[CH:21][CH:20]=1)(=O)[C:12]1[CH:17]=[CH:16][CH:15]=[CH:14][CH:13]=1.B(F)(F)F.[CH3:29][CH2:30]OCC, predict the reaction product. The product is: [CH:11]([CH:5]1[C:4]2[C:3](=[CH:2][CH:9]=[CH:8][CH:7]=2)[CH:30]=[CH:29]1)([C:19]1[CH:24]=[CH:23][CH:22]=[CH:21][CH:20]=1)[C:12]1[CH:17]=[CH:16][CH:15]=[CH:14][CH:13]=1.[F:1][C:2]1[CH:3]=[C:4]([CH:7]=[CH:8][C:9]=1[F:10])[CH2:5][NH2:6]. (3) Given the reactants [NH2:1][CH2:2][CH2:3][C:4]1[CH:33]=[CH:32][C:7]([NH:8][CH:9]2[CH2:14][CH2:13][N:12]([C:15]([NH:17][CH2:18][CH2:19][CH2:20][CH2:21][C:22]3[CH:27]=[CH:26][C:25]([O:28][CH3:29])=[C:24]([O:30][CH3:31])[CH:23]=3)=[O:16])[CH2:11][CH2:10]2)=[CH:6][CH:5]=1.C([Si]([O:51][C:52]1[CH:57]=[CH:56][C:55]([O:58][CH2:59][CH:60]2[CH2:62][O:61]2)=[CH:54][CH:53]=1)(C1C=CC=CC=1)C1C=CC=CC=1)(C)(C)C, predict the reaction product. The product is: [CH3:31][O:30][C:24]1[CH:23]=[C:22]([CH2:21][CH2:20][CH2:19][CH2:18][NH:17][C:15]([N:12]2[CH2:13][CH2:14][CH:9]([NH:8][C:7]3[CH:32]=[CH:33][C:4]([CH2:3][CH2:2][NH:1][CH2:62][CH:60]([OH:61])[CH2:59][O:58][C:55]4[CH:56]=[CH:57][C:52]([OH:51])=[CH:53][CH:54]=4)=[CH:5][CH:6]=3)[CH2:10][CH2:11]2)=[O:16])[CH:27]=[CH:26][C:25]=1[O:28][CH3:29]. (4) Given the reactants C(O[C:6](=O)[N:7]([S:41]([NH2:44])(=[O:43])=[O:42])[CH2:8][C@@H:9]1[CH2:13][C@@H:12]([N:14]2[C:18]3[N:19]=[CH:20][N:21]=[C:22]([NH:23][C@@H:24]4[C:32]5[C:27](=[CH:28][CH:29]=[CH:30][CH:31]=5)[CH2:26][CH2:25]4)[C:17]=3[CH:16]=[CH:15]2)[CH2:11][C@@H:10]1[O:33][Si:34]([C:37]([CH3:40])([CH3:39])[CH3:38])([CH3:36])[CH3:35])(C)(C)C.[AlH4-].[Li+], predict the reaction product. The product is: [Si:34]([O:33][C@H:10]1[CH2:11][C@H:12]([N:14]2[C:18]3[N:19]=[CH:20][N:21]=[C:22]([NH:23][C@@H:24]4[C:32]5[C:27](=[CH:28][CH:29]=[CH:30][CH:31]=5)[CH2:26][CH2:25]4)[C:17]=3[CH:16]=[CH:15]2)[CH2:13][C@H:9]1[CH2:8][N:7]([CH3:6])[S:41]([NH2:44])(=[O:42])=[O:43])([C:37]([CH3:38])([CH3:39])[CH3:40])([CH3:35])[CH3:36]. (5) Given the reactants [CH3:13][C:12]([O:11][C:9](O[C:9]([O:11][C:12]([CH3:15])([CH3:14])[CH3:13])=[O:10])=[O:10])([CH3:15])[CH3:14].C([N:23]([CH:35]([CH3:37])[CH3:36])[C:24]1[CH:34]=[N:33][C:27]2[CH2:28][NH:29][CH2:30][CH2:31][O:32][C:26]=2[N:25]=1)C1C=CC=CC=1.C(N(CC)CC)C.Cl, predict the reaction product. The product is: [CH3:37][CH:35]([NH:23][C:24]1[CH:34]=[N:33][C:27]2[CH2:28][N:29]([C:9]([O:11][C:12]([CH3:13])([CH3:14])[CH3:15])=[O:10])[CH2:30][CH2:31][O:32][C:26]=2[N:25]=1)[CH3:36]. (6) The product is: [NH2:35][CH2:34][C@@H:18]1[C@@H:17]([C@@:7]2([CH3:16])[CH2:8][CH2:9][C@H:10]([OH:12])[CH2:11][C@@H:6]2[CH2:5][OH:4])[CH2:25][CH2:24][C@@:23]2([CH3:26])[C@H:19]1[CH2:20][CH2:21][C@:22]2([C:27]1[CH:32]=[CH:31][CH:30]=[CH:29][N:28]=1)[OH:33]. Given the reactants C([O:4][CH2:5][C@H:6]1[CH2:11][C@@H:10]([O:12]C(=O)C)[CH2:9][CH2:8][C@@:7]1([C@H:17]1[CH2:25][CH2:24][C@@:23]2([CH3:26])[C@@H:19]([CH2:20][CH2:21][C@@:22]2([OH:33])[C:27]2[CH:32]=[CH:31][CH:30]=[CH:29][N:28]=2)[C@@H:18]1[CH2:34][NH2:35])[CH3:16])(=O)C.C(=O)([O-])[O-].[K+].[K+], predict the reaction product. (7) Given the reactants C(=O)([O-])[O-].[K+].[K+].[I-:7].[F:8][C:9]1[CH:18]=[CH:17][C:16]([O:19][CH2:20][CH2:21][CH3:22])=[C:15]2[C:10]=1[C:11](=[O:27])[CH:12]=[C:13]([C:23]([F:26])([F:25])[F:24])[NH:14]2.S([O-])([O-])=O.[Na+].[Na+], predict the reaction product. The product is: [F:8][C:9]1[CH:18]=[CH:17][C:16]([O:19][CH2:20][CH2:21][CH3:22])=[C:15]2[C:10]=1[C:11](=[O:27])[C:12]([I:7])=[C:13]([C:23]([F:25])([F:26])[F:24])[NH:14]2. (8) Given the reactants [CH2:1]([N:4]([C:20]1[CH:25]=[CH:24][C:23]([O:26][CH2:27][CH2:28][O:29][Si:30]([C:33]([CH3:36])([CH3:35])[CH3:34])([CH3:32])[CH3:31])=[C:22]([O:37][CH:38]([F:40])[F:39])[CH:21]=1)[C:5](=[O:19])[C:6]([O:9][C:10]1[CH:15]=[CH:14][C:13]([CH:16]2[CH2:18][CH2:17]2)=[CH:12][CH:11]=1)=[CH:7]C)C=C, predict the reaction product. The product is: [Si:30]([O:29][CH2:28][CH2:27][O:26][C:23]1[CH:24]=[CH:25][C:20]([N:4]2[CH2:1][CH:7]=[C:6]([O:9][C:10]3[CH:11]=[CH:12][C:13]([CH:16]4[CH2:17][CH2:18]4)=[CH:14][CH:15]=3)[C:5]2=[O:19])=[CH:21][C:22]=1[O:37][CH:38]([F:39])[F:40])([C:33]([CH3:36])([CH3:35])[CH3:34])([CH3:31])[CH3:32]. (9) Given the reactants [Cl:1][C:2]1[C:3]([O:30][CH3:31])=[CH:4][C:5]2[O:10][CH:9]([C:11]([N:13]3[CH2:18][CH2:17][C:16]([CH2:21][C:22]4[CH:27]=[CH:26][C:25]([F:28])=[CH:24][CH:23]=4)([C:19]#[N:20])[CH2:15][CH2:14]3)=[O:12])[CH2:8][NH:7][C:6]=2[CH:29]=1.[F:32][C:33]([F:44])([F:43])[C:34](O[C:34](=[O:35])[C:33]([F:44])([F:43])[F:32])=[O:35], predict the reaction product. The product is: [Cl:1][C:2]1[C:3]([O:30][CH3:31])=[CH:4][C:5]2[O:10][CH:9]([C:11]([N:13]3[CH2:14][CH2:15][C:16]([CH2:21][C:22]4[CH:23]=[CH:24][C:25]([F:28])=[CH:26][CH:27]=4)([C:19]#[N:20])[CH2:17][CH2:18]3)=[O:12])[CH2:8][N:7]([C:34](=[O:35])[C:33]([F:44])([F:43])[F:32])[C:6]=2[CH:29]=1. (10) Given the reactants [NH2:1][C:2]1[CH:7]=[CH:6][C:5]([N:8]2[CH2:13][CH2:12][N:11]([C:14]([O:16][CH2:17][C:18]3[CH:23]=[CH:22][CH:21]=[CH:20][CH:19]=3)=[O:15])[CH2:10][CH2:9]2)=[CH:4][C:3]=1[CH2:24][S:25]([C:28]1[C:37]2[C:32](=[CH:33][CH:34]=[CH:35][CH:36]=2)[CH:31]=[CH:30][CH:29]=1)(=[O:27])=[O:26].[N:38]([O-])=O.[Na+].C([O-])(O)=O.[Na+], predict the reaction product. The product is: [C:28]1([S:25]([C:24]2[C:3]3[C:2](=[CH:7][CH:6]=[C:5]([N:8]4[CH2:9][CH2:10][N:11]([C:14]([O:16][CH2:17][C:18]5[CH:19]=[CH:20][CH:21]=[CH:22][CH:23]=5)=[O:15])[CH2:12][CH2:13]4)[CH:4]=3)[NH:1][N:38]=2)(=[O:27])=[O:26])[C:37]2[C:32](=[CH:33][CH:34]=[CH:35][CH:36]=2)[CH:31]=[CH:30][CH:29]=1.